From a dataset of Full USPTO retrosynthesis dataset with 1.9M reactions from patents (1976-2016). Predict the reactants needed to synthesize the given product. (1) Given the product [Cl:39][C:20]1[CH:19]=[C:18]([C:6]2[N:2]([CH3:1])[N:3]=[CH:4][CH:5]=2)[S:22][C:21]=1[C:23]1[N:27]2[N:28]=[C:29]([CH3:37])[CH:30]=[C:31]([CH:32]([CH2:33][CH3:34])[CH2:35][CH3:36])[C:26]2=[N:25][C:24]=1[CH3:38], predict the reactants needed to synthesize it. The reactants are: [CH3:1][N:2]1[CH:6]=[CH:5][CH:4]=[N:3]1.C1COCC1.[Li]CCCC.Br[C:18]1[S:22][C:21]([C:23]2[N:27]3[N:28]=[C:29]([CH3:37])[CH:30]=[C:31]([CH:32]([CH2:35][CH3:36])[CH2:33][CH3:34])[C:26]3=[N:25][C:24]=2[CH3:38])=[C:20]([Cl:39])[CH:19]=1. (2) Given the product [CH2:1]([O:3][C:4]1[N:8]([CH2:9][C:10]2[CH:11]=[CH:12][C:13]([C:16]3[CH:21]=[CH:20][CH:19]=[CH:18][C:17]=3[C:22]3[N:26]([C:27]([C:28]4[CH:33]=[CH:32][CH:31]=[CH:30][CH:29]=4)([C:40]4[CH:41]=[CH:42][CH:43]=[CH:44][CH:45]=4)[C:34]4[CH:35]=[CH:36][CH:37]=[CH:38][CH:39]=4)[N:25]=[N:24][N:23]=3)=[CH:14][CH:15]=2)[C:7]2[C:46]([C:50]([O:52][CH:55]([O:54][C:53]([O:58][CH:59]3[CH2:64][CH2:63][CH2:62][CH2:61][CH2:60]3)=[O:65])[CH3:56])=[O:51])=[CH:47][CH:48]=[CH:49][C:6]=2[N:5]=1)[CH3:2], predict the reactants needed to synthesize it. The reactants are: [CH2:1]([O:3][C:4]1[N:8]([CH2:9][C:10]2[CH:15]=[CH:14][C:13]([C:16]3[CH:21]=[CH:20][CH:19]=[CH:18][C:17]=3[C:22]3[N:26]([C:27]([C:40]4[CH:45]=[CH:44][CH:43]=[CH:42][CH:41]=4)([C:34]4[CH:39]=[CH:38][CH:37]=[CH:36][CH:35]=4)[C:28]4[CH:33]=[CH:32][CH:31]=[CH:30][CH:29]=4)[N:25]=[N:24][N:23]=3)=[CH:12][CH:11]=2)[C:7]2[C:46]([C:50]([OH:52])=[O:51])=[CH:47][CH:48]=[CH:49][C:6]=2[N:5]=1)[CH3:2].[C:53](=[O:65])([O:58][CH:59]1[CH2:64][CH2:63][CH2:62][CH2:61][CH2:60]1)[O:54][CH2:55][CH2:56]Cl.C(=O)([O-])[O-].[K+].[K+]. (3) Given the product [CH3:1][O:2][C:3]([C:4]1[N:19]=[C:18]([CH:15]2[CH2:17][CH2:16]2)[S:20][C:5]=1[C:6]1[CH:11]=[CH:10][CH:9]=[CH:8][CH:7]=1)=[O:14], predict the reactants needed to synthesize it. The reactants are: [CH3:1][O:2][C:3](=[O:14])[C:4](=O)[CH:5](Cl)[C:6]1[CH:11]=[CH:10][CH:9]=[CH:8][CH:7]=1.[CH:15]1([C:18](=[S:20])[NH2:19])[CH2:17][CH2:16]1. (4) Given the product [CH2:1]([O:3][C:4](=[O:34])[CH:5]([C:10]1[CH:11]=[C:12]([C:24]2[CH:25]=[CH:26][C:27]([C:30]([F:32])([F:33])[F:31])=[CH:28][CH:29]=2)[CH:13]=[C:14]([C:38]2[CH:39]=[CH:40][N:35]=[CH:36][CH:37]=2)[CH:15]=1)[CH2:6][CH:7]([CH3:9])[CH3:8])[CH3:2], predict the reactants needed to synthesize it. The reactants are: [CH2:1]([O:3][C:4](=[O:34])[CH:5]([C:10]1[CH:11]=[C:12]([C:24]2[CH:29]=[CH:28][C:27]([C:30]([F:33])([F:32])[F:31])=[CH:26][CH:25]=2)[CH:13]=[C:14](OS(C(F)(F)F)(=O)=O)[CH:15]=1)[CH2:6][CH:7]([CH3:9])[CH3:8])[CH3:2].[N:35]1[CH:40]=[CH:39][C:38](B(O)O)=[CH:37][CH:36]=1.COCCOC.C([O-])([O-])=O.[Na+].[Na+].